This data is from Forward reaction prediction with 1.9M reactions from USPTO patents (1976-2016). The task is: Predict the product of the given reaction. (1) Given the reactants [NH2:1][C:2]([CH3:6])([CH3:5])[CH2:3][OH:4].C([O-])([O-])=O.[K+].[K+].[Br:13][C:14]1[CH:15]=[C:16]([CH:21]=[CH:22][C:23]=1[CH2:24]Br)[C:17]([O:19][CH3:20])=[O:18], predict the reaction product. The product is: [Br:13][C:14]1[CH:15]=[C:16]([CH:21]=[CH:22][C:23]=1[CH2:24][NH:1][C:2]([CH3:6])([CH3:5])[CH2:3][OH:4])[C:17]([O:19][CH3:20])=[O:18]. (2) The product is: [O:23]=[C:22]1[CH:21]=[CH:20][C:19](=[O:24])[N:2]1[CH2:3][CH2:4][CH2:5][CH2:6][N:7]1[C:8](=[O:13])[NH:9][NH:10][C:11]1=[O:12]. Given the reactants Cl.[NH2:2][CH2:3][CH2:4][CH2:5][CH2:6][N:7]1[C:11](=[O:12])[NH:10][NH:9][C:8]1=[O:13].COC(N1[C:22](=[O:23])[CH:21]=[CH:20][C:19]1=[O:24])=O, predict the reaction product. (3) Given the reactants [CH3:1][C:2]1[N:7]=[C:6]2[S:8][C:9]3[CH2:13][CH2:12][CH2:11][C:10]=3[C:5]2=[C:4]([C:14]2[CH:19]=[CH:18][C:17]([C:20]([F:23])([F:22])[F:21])=[CH:16][CH:15]=2)[C:3]=1[CH:24]([CH2:29][CH2:30][CH3:31])[C:25]([O:27]C)=[O:26].[OH-].[Na+], predict the reaction product. The product is: [CH3:1][C:2]1[N:7]=[C:6]2[S:8][C:9]3[CH2:13][CH2:12][CH2:11][C:10]=3[C:5]2=[C:4]([C:14]2[CH:15]=[CH:16][C:17]([C:20]([F:23])([F:21])[F:22])=[CH:18][CH:19]=2)[C:3]=1[CH:24]([CH2:29][CH2:30][CH3:31])[C:25]([OH:27])=[O:26].